This data is from NCI-60 drug combinations with 297,098 pairs across 59 cell lines. The task is: Regression. Given two drug SMILES strings and cell line genomic features, predict the synergy score measuring deviation from expected non-interaction effect. (1) Drug 1: C1C(C(OC1N2C=C(C(=O)NC2=O)F)CO)O. Drug 2: C(CCl)NC(=O)N(CCCl)N=O. Cell line: OVCAR-4. Synergy scores: CSS=13.4, Synergy_ZIP=-4.81, Synergy_Bliss=0.331, Synergy_Loewe=-78.0, Synergy_HSA=1.56. (2) Synergy scores: CSS=77.9, Synergy_ZIP=-4.96, Synergy_Bliss=-4.58, Synergy_Loewe=2.51, Synergy_HSA=3.55. Cell line: A498. Drug 1: C1C(C(OC1N2C=C(C(=O)NC2=O)F)CO)O. Drug 2: CC1C(C(CC(O1)OC2CC(CC3=C2C(=C4C(=C3O)C(=O)C5=CC=CC=C5C4=O)O)(C(=O)C)O)N)O. (3) Drug 1: CCC(=C(C1=CC=CC=C1)C2=CC=C(C=C2)OCCN(C)C)C3=CC=CC=C3.C(C(=O)O)C(CC(=O)O)(C(=O)O)O. Drug 2: CN1C(=O)N2C=NC(=C2N=N1)C(=O)N. Cell line: NCI/ADR-RES. Synergy scores: CSS=-2.89, Synergy_ZIP=4.23, Synergy_Bliss=5.29, Synergy_Loewe=0.653, Synergy_HSA=0.204. (4) Drug 2: CC12CCC3C(C1CCC2O)C(CC4=C3C=CC(=C4)O)CCCCCCCCCS(=O)CCCC(C(F)(F)F)(F)F. Synergy scores: CSS=11.0, Synergy_ZIP=-3.00, Synergy_Bliss=-1.68, Synergy_Loewe=-10.5, Synergy_HSA=-1.77. Drug 1: CC=C1C(=O)NC(C(=O)OC2CC(=O)NC(C(=O)NC(CSSCCC=C2)C(=O)N1)C(C)C)C(C)C. Cell line: M14. (5) Drug 1: CN1CCC(CC1)COC2=C(C=C3C(=C2)N=CN=C3NC4=C(C=C(C=C4)Br)F)OC. Drug 2: COCCOC1=C(C=C2C(=C1)C(=NC=N2)NC3=CC=CC(=C3)C#C)OCCOC.Cl. Cell line: SNB-19. Synergy scores: CSS=6.94, Synergy_ZIP=1.48, Synergy_Bliss=2.04, Synergy_Loewe=2.20, Synergy_HSA=2.44.